From a dataset of Reaction yield outcomes from USPTO patents with 853,638 reactions. Predict the reaction yield, written as a fraction of the theoretical maximum amount of product (1.0 means a 100% yield; for example, 0.34 means a 34% yield). (1) The reactants are [CH3:1][N:2]([CH3:16])[S:3]([CH2:6][CH2:7][C:8]1[CH:13]=[CH:12][C:11]([NH2:14])=[C:10](Br)[CH:9]=1)(=[O:5])=[O:4].C([O-])([O-])=O.[Na+].[Na+].[CH3:23][C:24]1([CH3:39])[CH2:29][CH2:28][C:27](B2OC(C)(C)C(C)(C)O2)=[CH:26][CH2:25]1. The catalyst is C1(C)C=CC=CC=1.CCO.CCOC(C)=O.C1C=CC([P]([Pd]([P](C2C=CC=CC=2)(C2C=CC=CC=2)C2C=CC=CC=2)([P](C2C=CC=CC=2)(C2C=CC=CC=2)C2C=CC=CC=2)[P](C2C=CC=CC=2)(C2C=CC=CC=2)C2C=CC=CC=2)(C2C=CC=CC=2)C2C=CC=CC=2)=CC=1. The product is [CH3:1][N:2]([CH3:16])[S:3]([CH2:6][CH2:7][C:8]1[CH:13]=[CH:12][C:11]([NH2:14])=[C:10]([C:27]2[CH2:28][CH2:29][C:24]([CH3:39])([CH3:23])[CH2:25][CH:26]=2)[CH:9]=1)(=[O:5])=[O:4]. The yield is 0.410. (2) The reactants are [CH2:1]([O:8][C:9]([NH:11][C:12]1([C:25]([OH:27])=O)[CH2:17][CH2:16][N:15]([C:18]([O:20][C:21]([CH3:24])([CH3:23])[CH3:22])=[O:19])[CH2:14][CH2:13]1)=[O:10])[C:2]1[CH:7]=[CH:6][CH:5]=[CH:4][CH:3]=1.C[N:29]1CCOCC1.N. The catalyst is COCCOC. The product is [CH2:1]([O:8][C:9]([NH:11][C:12]1([C:25](=[O:27])[NH2:29])[CH2:17][CH2:16][N:15]([C:18]([O:20][C:21]([CH3:23])([CH3:24])[CH3:22])=[O:19])[CH2:14][CH2:13]1)=[O:10])[C:2]1[CH:7]=[CH:6][CH:5]=[CH:4][CH:3]=1. The yield is 0.700.